This data is from Catalyst prediction with 721,799 reactions and 888 catalyst types from USPTO. The task is: Predict which catalyst facilitates the given reaction. (1) Reactant: [CH2:1]([C:3]1[C:11]2[C:6](=[CH:7][CH:8]=[CH:9][C:10]=2[NH:12][C:13]([C:15]2[N:19]3[CH:20]=[CH:21][CH:22]=[CH:23][C:18]3=[N:17][CH:16]=2)=[O:14])[N:5]([CH2:24][C:25]2[CH:30]=[CH:29][CH:28]=[C:27]([CH:31]=O)[N:26]=2)[N:4]=1)[CH3:2].C(O[BH-](OC(=O)C)OC(=O)C)(=O)C.[Na+].[N:47]1([C:53]([O:55][C:56]([CH3:59])([CH3:58])[CH3:57])=[O:54])[CH2:52][CH2:51][NH:50][CH2:49][CH2:48]1. Product: [CH2:1]([C:3]1[C:11]2[C:6](=[CH:7][CH:8]=[CH:9][C:10]=2[NH:12][C:13]([C:15]2[N:19]3[CH:20]=[CH:21][CH:22]=[CH:23][C:18]3=[N:17][CH:16]=2)=[O:14])[N:5]([CH2:24][C:25]2[N:26]=[C:27]([CH2:31][N:50]3[CH2:51][CH2:52][N:47]([C:53]([O:55][C:56]([CH3:59])([CH3:58])[CH3:57])=[O:54])[CH2:48][CH2:49]3)[CH:28]=[CH:29][CH:30]=2)[N:4]=1)[CH3:2]. The catalyst class is: 98. (2) Reactant: Cl.[NH2:2][CH:3]([CH:11]1[CH2:13][CH2:12]1)[CH2:4][C:5]([NH:7][CH:8]1[CH2:10][CH2:9]1)=[O:6].[OH-].[NH4+]. Product: [NH2:2][CH:3]([CH:11]1[CH2:13][CH2:12]1)[CH2:4][C:5]([NH:7][CH:8]1[CH2:10][CH2:9]1)=[O:6]. The catalyst class is: 1. (3) Reactant: [CH3:1][NH:2][C@@H:3]1[C:8]2[CH:9]=[CH:10][CH:11]=[CH:12][C:7]=2[C@H:6]([C:13]2[CH:14]=[CH:15][C:16]([Cl:20])=[C:17]([Cl:19])[CH:18]=2)[CH2:5][CH2:4]1.C([O-])(=O)C.[ClH:25]. Product: [CH3:1][NH:2][C@@H:3]1[C:8]2[CH:9]=[CH:10][CH:11]=[CH:12][C:7]=2[C@H:6]([C:13]2[CH:14]=[CH:15][C:16]([Cl:20])=[C:17]([Cl:19])[CH:18]=2)[CH2:5][CH2:4]1.[ClH:25]. The catalyst class is: 6. (4) Reactant: [CH3:1][C@@H:2]1[N:6]([S:7]([C:10]2[CH:15]=[CH:14][CH:13]=[CH:12][CH:11]=2)(=[O:9])=[O:8])[CH2:5][C@@H:4]([CH2:16][N:17]2[C:25]3[C:20](=[CH:21][C:22]([C:26]4[CH:27]=[N:28][N:29](C5CCCCO5)[CH:30]=4)=[CH:23][CH:24]=3)[CH:19]=[N:18]2)[CH2:3]1.C1(C)C=CC(S(O)(=O)=O)=CC=1.C(=O)(O)[O-].[Na+]. Product: [CH3:1][C@@H:2]1[N:6]([S:7]([C:10]2[CH:15]=[CH:14][CH:13]=[CH:12][CH:11]=2)(=[O:8])=[O:9])[CH2:5][C@@H:4]([CH2:16][N:17]2[C:25]3[C:20](=[CH:21][C:22]([C:26]4[CH:27]=[N:28][NH:29][CH:30]=4)=[CH:23][CH:24]=3)[CH:19]=[N:18]2)[CH2:3]1. The catalyst class is: 138. (5) Reactant: [N+:1]([C:4]1[CH:5]=[C:6]2[CH2:14][CH2:13][CH2:12][CH2:11][CH2:10][C:7]2=[N:8][CH:9]=1)([O-:3])=[O:2].C1C=C(Cl)C=C(C(OO)=[O:23])C=1.C(OC(C)C)(C)C. Product: [N+:1]([C:4]1[CH2:9][N:8]([OH:23])[C:7]2[CH2:10][CH2:11][CH2:12][CH2:13][CH2:14][C:6]=2[CH:5]=1)([O-:3])=[O:2]. The catalyst class is: 4. (6) Reactant: C(OC(=O)[NH:7][C@@H:8]1[CH2:13][CH2:12][CH2:11][N:10]([C:14]([C:16]2[C:17]([C:22]3[CH:27]=[CH:26][C:25]([CH3:28])=[C:24]([CH3:29])[CH:23]=3)=[CH:18][CH:19]=[CH:20][CH:21]=2)=[O:15])[CH2:9]1)(C)(C)C.[ClH:31]. Product: [ClH:31].[ClH:31].[NH2:7][C@@H:8]1[CH2:13][CH2:12][CH2:11][N:10]([C:14]([C:16]2[CH:21]=[CH:20][CH:19]=[CH:18][C:17]=2[C:22]2[CH:27]=[CH:26][C:25]([CH3:28])=[C:24]([CH3:29])[CH:23]=2)=[O:15])[CH2:9]1. The catalyst class is: 12.